Predict the product of the given reaction. From a dataset of Forward reaction prediction with 1.9M reactions from USPTO patents (1976-2016). (1) Given the reactants [CH2:1](O)[C@H:2]1O[C@H:6]([O:8][C@@H:9]([C@H:14]([OH:19])[C@@H:15](O)[CH2:16]O)[C@H:10](O)[CH2:11]O)[C@H:5]([OH:20])[C@@H:4](O)[C@@H:3]1O.[C:24](O)(=O)CC(CC(O)=O)(C(O)=O)O.[Na+].[Na+].[CH2:39]([CH2:49][N:50]([CH2:55][C:56]([O-])=O)[CH2:51][C:52]([OH:54])=O)N(CC(O)=O)CC([O-])=O.C(Cl)C(OC(N)=O)CCl.C(OCC(CO)O)(=O)CCCCCCC/C=C\CCCCCCCC, predict the reaction product. The product is: [CH2:24]=[CH:56][CH2:55][N:50]1[C@@H:51]2[CH2:1][C:2]3[CH:3]=[CH:4][C:5]([OH:20])=[C:6]4[O:8][C@H:9]5[C:14]([CH2:15][CH2:16][C@:52]2([OH:54])[C@:10]5([C:11]=34)[CH2:39][CH2:49]1)=[O:19]. (2) Given the reactants [OH:1][C:2]1[CH:3]=[CH:4][C:5]2[O:9][CH2:8][C:7](=[O:10])[C:6]=2[CH:11]=1.[CH3:12][N:13]=[C:14]=[O:15].C(N(CC)CC)C, predict the reaction product. The product is: [CH3:12][NH:13][C:14](=[O:15])[O:1][C:2]1[CH:3]=[CH:4][C:5]2[O:9][CH2:8][C:7](=[O:10])[C:6]=2[CH:11]=1. (3) Given the reactants [N:1]1([C:6]2[CH:13]=[CH:12][C:9]([CH:10]=O)=[CH:8][CH:7]=2)[CH:5]=[N:4][CH:3]=[N:2]1.Cl.[CH2:15]([O:17][C:18](=[O:21])[CH2:19][NH2:20])[CH3:16].C(N(CC)CC)C.[O-]S([O-])(=O)=O.[Mg+2].[BH4-].[Na+], predict the reaction product. The product is: [CH2:15]([O:17][C:18](=[O:21])[CH2:19][NH:20][CH2:10][C:9]1[CH:12]=[CH:13][C:6]([N:1]2[CH:5]=[N:4][CH:3]=[N:2]2)=[CH:7][CH:8]=1)[CH3:16].